This data is from Forward reaction prediction with 1.9M reactions from USPTO patents (1976-2016). The task is: Predict the product of the given reaction. (1) Given the reactants [F:1][C:2]1[CH:3]=[N:4][C:5]([CH:8](O)[CH3:9])=[N:6][CH:7]=1.C(N(CC)CC)C.CS(Cl)(=O)=O.[N-:23]=[N+:24]=[N-:25].[Na+], predict the reaction product. The product is: [N:23]([CH:8]([C:5]1[N:4]=[CH:3][C:2]([F:1])=[CH:7][N:6]=1)[CH3:9])=[N+:24]=[N-:25]. (2) Given the reactants C(OC([N:8]1[CH2:11][CH:10]([CH2:12][C:13]2[CH:14]=[C:15]3[C:24](=[CH:25][C:26]=2[C:27]([F:30])([F:29])[F:28])[O:23][CH2:22][C:21]2[N:16]3[CH:17]([CH3:32])[C:18](=[O:31])[NH:19][N:20]=2)[CH2:9]1)=O)(C)(C)C.[C:33]([OH:39])([C:35]([F:38])([F:37])[F:36])=[O:34], predict the reaction product. The product is: [F:36][C:35]([F:38])([F:37])[C:33]([OH:39])=[O:34].[NH:8]1[CH2:11][CH:10]([CH2:12][C:13]2[CH:14]=[C:15]3[C:24](=[CH:25][C:26]=2[C:27]([F:30])([F:28])[F:29])[O:23][CH2:22][C:21]2[N:16]3[CH:17]([CH3:32])[C:18](=[O:31])[NH:19][N:20]=2)[CH2:9]1. (3) Given the reactants [Si]([O:18][CH2:19][C@@H:20]([N:24]1[C@H:29]([C:30]2[CH:35]=[CH:34][C:33]([Cl:36])=[CH:32][CH:31]=2)[C@@H:28]([C:37]2[CH:42]=[CH:41][CH:40]=[C:39]([Cl:43])[CH:38]=2)[CH2:27][C@@:26]([C:45]2([C:48]([O:50][CH3:51])=[O:49])[CH2:47][CH2:46]2)([CH3:44])[C:25]1=[O:52])[CH:21]1[CH2:23][CH2:22]1)(C(C)(C)C)(C1C=CC=CC=1)C1C=CC=CC=1.CCCC[N+](CCCC)(CCCC)CCCC.[F-], predict the reaction product. The product is: [Cl:43][C:39]1[CH:38]=[C:37]([C@@H:28]2[C@@H:29]([C:30]3[CH:35]=[CH:34][C:33]([Cl:36])=[CH:32][CH:31]=3)[N:24]([C@@H:20]([CH:21]3[CH2:22][CH2:23]3)[CH2:19][OH:18])[C:25](=[O:52])[C@:26]([C:45]3([C:48]([O:50][CH3:51])=[O:49])[CH2:46][CH2:47]3)([CH3:44])[CH2:27]2)[CH:42]=[CH:41][CH:40]=1. (4) Given the reactants [O:1]=[C:2]1[C:11]2[C:6](=[CH:7][CH:8]=[CH:9][CH:10]=2)[NH:5][CH:4]=[C:3]1[C:12]([OH:14])=O.CN(C(ON1N=NC2C=CC=CC1=2)=[N+](C)C)C.F[P-](F)(F)(F)(F)F.CCN(CC)CC.[C:46]([C:50]1[CH:51]=[C:52]([CH:54]=[CH:55][CH:56]=1)[NH2:53])([CH3:49])([CH3:48])[CH3:47], predict the reaction product. The product is: [C:46]([C:50]1[CH:51]=[C:52]([NH:53][C:12]([C:3]2[C:2](=[O:1])[C:11]3[C:6](=[CH:7][CH:8]=[CH:9][CH:10]=3)[NH:5][CH:4]=2)=[O:14])[CH:54]=[CH:55][CH:56]=1)([CH3:49])([CH3:47])[CH3:48]. (5) Given the reactants [Cl:1][C:2]1[CH:7]=[C:6]([Cl:8])[CH:5]=[CH:4][C:3]=1[C:9]1[N:10]=[C:11]([CH2:28]C)[C:12]([NH:17][C@@H:18]2[C:26]3[C:21](=[CH:22][CH:23]=[CH:24][CH:25]=3)[CH2:20][C@@H:19]2[OH:27])=[N:13][C:14]=1[CH2:15]C.BrC1N=C(C)C(N[C@@H]2C3C(=CC=CC=3)C[C@@H]2O)=NC=1C, predict the reaction product. The product is: [Cl:1][C:2]1[CH:7]=[C:6]([Cl:8])[CH:5]=[CH:4][C:3]=1[C:9]1[N:10]=[C:11]([CH3:28])[C:12]([NH:17][C@@H:18]2[C:26]3[C:21](=[CH:22][CH:23]=[CH:24][CH:25]=3)[CH2:20][C@@H:19]2[OH:27])=[N:13][C:14]=1[CH3:15]. (6) The product is: [CH3:23][N:20]1[CH2:21][CH2:22][N:18]([C:16]([NH:15][C:12]2[CH:11]=[C:10]([CH3:25])[C:9]([O:8][C:6]3[CH:5]=[CH:4][N:3]=[C:2]([N:30]4[CH:31]=[C:27]([CH3:26])[N:28]=[CH:29]4)[CH:7]=3)=[CH:14][N:13]=2)=[O:17])[C:19]1=[O:24]. Given the reactants Cl[C:2]1[CH:7]=[C:6]([O:8][C:9]2[C:10]([CH3:25])=[CH:11][C:12]([NH:15][C:16]([N:18]3[CH2:22][CH2:21][N:20]([CH3:23])[C:19]3=[O:24])=[O:17])=[N:13][CH:14]=2)[CH:5]=[CH:4][N:3]=1.[CH3:26][C:27]1[N:28]=[CH:29][NH:30][CH:31]=1.[O-]P([O-])([O-])=O.[K+].[K+].[K+], predict the reaction product. (7) Given the reactants [Br:1][C:2]1[CH:3]=[C:4]2[C:9](=[CH:10][CH:11]=1)[CH2:8][C:7](=O)[CH2:6][CH2:5]2.N1CCC[C@H]1C(O)=O.[N:21]([C:24]1[CH:29]=[CH:28][C:27]([O:30][C:31]([F:34])([F:33])[F:32])=[CH:26][CH:25]=1)=[N+:22]=[N-:23], predict the reaction product. The product is: [Br:1][C:2]1[CH:3]=[C:4]2[C:9](=[CH:10][CH:11]=1)[C:8]1[N:23]=[N:22][N:21]([C:24]3[CH:29]=[CH:28][C:27]([O:30][C:31]([F:32])([F:34])[F:33])=[CH:26][CH:25]=3)[C:7]=1[CH2:6][CH2:5]2. (8) Given the reactants [C:1]([NH:8][C:9]1[CH:14]=[CH:13][C:12]([NH2:15])=[CH:11][CH:10]=1)([O:3]C(C)(C)C)=O.C(N(CC)CC)C.[Cl:23][C:24]1[CH:32]=[CH:31][CH:30]=[C:29]([Cl:33])[C:25]=1C(Cl)=O, predict the reaction product. The product is: [NH2:15][C:12]1[CH:11]=[CH:10][C:9]([NH:8][C:1](=[O:3])[C:25]2[C:24]([Cl:23])=[CH:32][CH:31]=[CH:30][C:29]=2[Cl:33])=[CH:14][CH:13]=1. (9) Given the reactants [NH2:1][C:2]1[NH:3][C:4](=[O:12])[C:5]2[S:10][C:9](=[O:11])[NH:8][C:6]=2[N:7]=1.C(O[CH:17]1[C@@H:21](CC([O-])=O)[CH2:20][C@@H:19]([CH:26]([O:29][C:30](=[O:32])[CH3:31])[CH2:27][CH3:28])[O:18]1)(=O)C.[Si](OS(C(F)(F)F)(=O)=O)(C)(C)C, predict the reaction product. The product is: [C:30]([O:32][C@@H:21]1[CH2:20][C@@H:19]([CH:26]([O:29][C:30](=[O:32])[CH3:31])[CH2:27][CH3:28])[O:18][C@H:17]1[N:8]1[C:6]2[N:7]=[C:2]([NH2:1])[NH:3][C:4](=[O:12])[C:5]=2[S:10][C:9]1=[O:11])(=[O:29])[CH3:31].